Dataset: Peptide-MHC class I binding affinity with 185,985 pairs from IEDB/IMGT. Task: Regression. Given a peptide amino acid sequence and an MHC pseudo amino acid sequence, predict their binding affinity value. This is MHC class I binding data. The peptide sequence is IRNPPMVVF. The MHC is HLA-A69:01 with pseudo-sequence HLA-A69:01. The binding affinity (normalized) is 0.0847.